Dataset: Reaction yield outcomes from USPTO patents with 853,638 reactions. Task: Predict the reaction yield, written as a fraction of the theoretical maximum amount of product (1.0 means a 100% yield; for example, 0.34 means a 34% yield). (1) The reactants are C([O:3][C:4]([C:6]1[C:11]([NH:12][C:13]2[CH:18]=[CH:17][C:16]([CH3:19])=[CH:15][C:14]=2[F:20])=[C:10]([CH3:21])[C:9](=[O:22])[N:8]([CH3:23])[C:7]=1[CH2:24]Br)=O)C.[NH3:26]. The catalyst is CO. The product is [F:20][C:14]1[CH:15]=[C:16]([CH3:19])[CH:17]=[CH:18][C:13]=1[NH:12][C:11]1[C:6]2[C:4](=[O:3])[NH:26][CH2:24][C:7]=2[N:8]([CH3:23])[C:9](=[O:22])[C:10]=1[CH3:21]. The yield is 0.460. (2) The reactants are Cl[C:2]1[CH:7]=[C:6]([CH2:8][CH3:9])[N:5]=[C:4]([C:10]2[CH:15]=[CH:14][CH:13]=[C:12]([Cl:16])[CH:11]=2)[N:3]=1.[O:17]=[C:18]1[NH:23][CH:22]=[C:21]([CH2:24][C:25]#[N:26])[CH:20]=[CH:19]1.C(=O)([O-])[O-].[K+].[K+]. The catalyst is CN(C=O)C. The product is [Cl:16][C:12]1[CH:11]=[C:10]([C:4]2[N:3]=[C:2]([O:17][C:18]3[N:23]=[CH:22][C:21]([CH2:24][C:25]#[N:26])=[CH:20][CH:19]=3)[CH:7]=[C:6]([CH2:8][CH3:9])[N:5]=2)[CH:15]=[CH:14][CH:13]=1. The yield is 0.220. (3) The reactants are [NH2:1][CH:2]1[CH2:5][N:4]([C:6]([C:8]2[CH:9]=[C:10]([CH:23]=[CH:24][C:25]=2[F:26])[CH2:11][C:12]2[C:21]3[C:16](=[CH:17][CH:18]=[CH:19][CH:20]=3)[C:15](=[O:22])[NH:14][N:13]=2)=[O:7])[CH2:3]1.[OH:27][CH:28]([CH3:32])[C:29](=O)[CH3:30].C(O[BH-](OC(=O)C)OC(=O)C)(=O)C.[Na+]. No catalyst specified. The product is [F:26][C:25]1[CH:24]=[CH:23][C:10]([CH2:11][C:12]2[C:21]3[C:16](=[CH:17][CH:18]=[CH:19][CH:20]=3)[C:15](=[O:22])[NH:14][N:13]=2)=[CH:9][C:8]=1[C:6]([N:4]1[CH2:3][CH:2]([NH:1][CH:29]([CH:28]([OH:27])[CH3:32])[CH3:30])[CH2:5]1)=[O:7]. The yield is 0.250. (4) The reactants are [OH:1][C:2]1[CH:7]=[CH:6][CH:5]=[CH:4][C:3]=1[C:8]1[CH:17]=[CH:16][C:11]([C:12]([O:14]C)=[O:13])=[CH:10][N:9]=1.[OH-].[Na+].C(O)(=O)C. The catalyst is O1CCOCC1. The product is [OH:1][C:2]1[CH:7]=[CH:6][CH:5]=[CH:4][C:3]=1[C:8]1[CH:17]=[CH:16][C:11]([C:12]([OH:14])=[O:13])=[CH:10][N:9]=1. The yield is 0.720. (5) The reactants are [Cl:1][C:2]1[C:7]([NH:8][C:9](=[O:16])[C:10]2[CH:15]=[CH:14][CH:13]=[CH:12][CH:11]=2)=[CH:6][CH:5]=[CH:4][N:3]=1.[C:17](=O)([O-])[O-].[K+].[K+].CI. The product is [Cl:1][C:2]1[C:7]([N:8]([CH3:17])[C:9](=[O:16])[C:10]2[CH:11]=[CH:12][CH:13]=[CH:14][CH:15]=2)=[CH:6][CH:5]=[CH:4][N:3]=1. The catalyst is C(O)C. The yield is 0.850. (6) The reactants are [Cl:1][C:2]1[N:7]=[CH:6][C:5]([CH2:8][N:9]2[CH2:13][CH2:12][NH:11][C:10]2=[CH:14][C:15](=[O:20])[C:16]([F:19])([F:18])[F:17])=[CH:4][CH:3]=1.N1C=CC=CC=1.[F:27][C:28]([F:39])([F:38])[C:29](O[C:29](=[O:30])[C:28]([F:39])([F:38])[F:27])=[O:30]. The catalyst is ClCCl. The product is [Cl:1][C:2]1[N:7]=[CH:6][C:5]([CH2:8][N:9]2[CH2:13][CH2:12][NH:11][C:10]2=[C:14]([C:29](=[O:30])[C:28]([F:39])([F:38])[F:27])[C:15](=[O:20])[C:16]([F:19])([F:18])[F:17])=[CH:4][CH:3]=1. The yield is 0.750. (7) The reactants are [O:1]([C:8]1[CH:9]=[C:10]([N:14]([CH2:22][C:23]2[CH:24]=[C:25]([CH:30]=[CH:31][CH:32]=2)[C:26](OC)=[O:27])[CH2:15][CH:16]([OH:21])[C:17]([F:20])([F:19])[F:18])[CH:11]=[CH:12][CH:13]=1)[C:2]1[CH:7]=[CH:6][CH:5]=[CH:4][CH:3]=1.Cl.[CH3:34][NH:35][O:36][CH3:37].C([Mg]Cl)(C)C. The catalyst is O1CCCC1. The product is [CH3:37][O:36][N:35]([CH3:34])[C:26](=[O:27])[C:25]1[CH:30]=[CH:31][CH:32]=[C:23]([CH2:22][N:14]([C:10]2[CH:11]=[CH:12][CH:13]=[C:8]([O:1][C:2]3[CH:3]=[CH:4][CH:5]=[CH:6][CH:7]=3)[CH:9]=2)[CH2:15][CH:16]([OH:21])[C:17]([F:20])([F:18])[F:19])[CH:24]=1. The yield is 0.660. (8) The reactants are Cl[C:2]1[N:3]([CH2:28][CH2:29][CH3:30])[C:4](=[O:27])[C:5]2[NH:6][C:7]([C:11]3[CH:12]=[N:13][N:14]([CH2:16][C:17]4[CH:22]=[CH:21][CH:20]=[C:19]([C:23]([F:26])([F:25])[F:24])[CH:18]=4)[CH:15]=3)=[N:8][C:9]=2[N:10]=1.[C-]#N.[Na+].[Na+].[I-].[CH3:36][N:37](C=O)C. The catalyst is O. The product is [O:27]=[C:4]1[N:3]([CH2:28][CH2:29][CH3:30])[C:2]([C:36]#[N:37])=[N:10][C:9]2[N:8]=[C:7]([C:11]3[CH:12]=[N:13][N:14]([CH2:16][C:17]4[CH:22]=[CH:21][CH:20]=[C:19]([C:23]([F:26])([F:25])[F:24])[CH:18]=4)[CH:15]=3)[NH:6][C:5]1=2. The yield is 0.770. (9) The reactants are [CH:1]([C:4]1[C:9](=[O:10])[NH:8][C:7](=[O:11])[NH:6][C:5]=1[C:12]([C:14]1[CH:15]=[C:16]([CH:21]=[CH:22][C:23]#[N:24])[CH:17]=[C:18]([CH3:20])[CH:19]=1)=[O:13])([CH3:3])[CH3:2].C(=O)([O-])[O-].[K+].[K+].[I-].[Li+].Br[CH2:34][CH:35]1[CH2:37][CH2:36]1. The catalyst is CN(C=O)C. The product is [CH:35]1([CH2:34][N:6]2[C:5]([C:12]([C:14]3[CH:15]=[C:16]([CH:21]=[CH:22][C:23]#[N:24])[CH:17]=[C:18]([CH3:20])[CH:19]=3)=[O:13])=[C:4]([CH:1]([CH3:3])[CH3:2])[C:9](=[O:10])[NH:8][C:7]2=[O:11])[CH2:37][CH2:36]1. The yield is 0.840. (10) The reactants are C([O:9][CH2:10][C@@H:11]1[C@@H:15]([O:16]C(=O)C2C=CC=CC=2)[C@:14]([F:26])([CH3:25])[CH:13]([O:27][CH3:28])[O:12]1)(=O)C1C=CC=CC=1.CO. The catalyst is N. The product is [F:26][C@@:14]1([CH3:25])[CH:13]([O:27][CH3:28])[O:12][C@H:11]([CH2:10][OH:9])[C@H:15]1[OH:16]. The yield is 0.990.